This data is from Reaction yield outcomes from USPTO patents with 853,638 reactions. The task is: Predict the reaction yield, written as a fraction of the theoretical maximum amount of product (1.0 means a 100% yield; for example, 0.34 means a 34% yield). (1) The reactants are Cl[CH2:2][CH2:3][CH2:4][S:5]([NH:8][C:9]1[CH:14]=[CH:13][C:12]([CH:15]([O:20][CH3:21])[C:16]([O:18][CH3:19])=[O:17])=[CH:11][CH:10]=1)(=[O:7])=[O:6].C(N(CC)C(C)C)(C)C. The catalyst is CN(C=O)C.O.Cl.[Cl-].[Na+].O. The product is [O:6]=[S:5]1(=[O:7])[CH2:4][CH2:3][CH2:2][N:8]1[C:9]1[CH:14]=[CH:13][C:12]([CH:15]([O:20][CH3:21])[C:16]([O:18][CH3:19])=[O:17])=[CH:11][CH:10]=1. The yield is 0.750. (2) The reactants are [F:1][C:2]1[CH:3]=[C:4]([CH:16]=[CH:17][CH:18]=1)[CH2:5][C:6]1[O:10][N:9]=[C:8]([C:11]([O:13]CC)=O)[N:7]=1.Cl.[Cl:20][C:21]1[CH:22]=[C:23]2[C:27](=[CH:28][CH:29]=1)[NH:26][CH:25]=[C:24]2[CH2:30][CH2:31][NH2:32].CN(C(ON1N=NC2C=CC=NC1=2)=[N+](C)C)C.F[P-](F)(F)(F)(F)F.C(N(CC)C(C)C)(C)C. The catalyst is CO.[OH-].[Na+].O.CN(C=O)C. The product is [Cl:20][C:21]1[CH:22]=[C:23]2[C:27](=[CH:28][CH:29]=1)[NH:26][CH:25]=[C:24]2[CH2:30][CH2:31][NH:32][C:11]([C:8]1[N:7]=[C:6]([CH2:5][C:4]2[CH:16]=[CH:17][CH:18]=[C:2]([F:1])[CH:3]=2)[O:10][N:9]=1)=[O:13]. The yield is 0.400. (3) The reactants are [NH2:1][C:2]1[C:3]([C:8]([NH:11][C:12]2[CH:17]=[CH:16][CH:15]=[C:14]([F:18])[C:13]=2[F:19])=[N:9][NH2:10])=[N:4][CH:5]=[CH:6][N:7]=1.[CH:20](O)=O.C([O-])(O)=O.[Na+].[OH-].[Na+]. The catalyst is C(OCC)(OCC)OCC. The product is [F:19][C:13]1[C:14]([F:18])=[CH:15][CH:16]=[CH:17][C:12]=1[N:11]1[CH:20]=[N:10][N:9]=[C:8]1[C:3]1[C:2]([NH2:1])=[N:7][CH:6]=[CH:5][N:4]=1. The yield is 0.920. (4) The reactants are [OH:1][C@H:2]1[CH2:6][CH2:5][N:4]([C:7]([O:9][C:10]([CH3:13])([CH3:12])[CH3:11])=[O:8])[C@@H:3]1[CH2:14][OH:15].C([Sn](CCCC)=O)CCC.[CH3:26][S:27](Cl)(=[O:29])=[O:28]. The catalyst is C1(C)C=CC=CC=1. The product is [C:10]([O:9][C:7]([N:4]1[CH2:5][CH2:6][C@H:2]([OH:1])[C@H:3]1[CH2:14][O:15][S:27]([CH3:26])(=[O:29])=[O:28])=[O:8])([CH3:11])([CH3:12])[CH3:13]. The yield is 0.960. (5) The catalyst is C1COCC1. The product is [O:28]1[C:27]2[CH:31]=[CH:32][C:24]([C:17]3[C:18]4[C:19](=[O:21])[O:20][CH2:4][C:6]=4[C:7]([OH:33])=[C:8]4[C:16]=3[C:12]3[O:13][CH2:14][O:15][C:11]=3[CH:10]=[CH:9]4)=[CH:25][C:26]=2[O:30][CH2:29]1. The yield is 0.990. The reactants are C(O[C:4]([C:6]1[C:7]([OH:33])=[C:8]2[C:16](=[C:17]([C:24]3[CH:32]=[CH:31][C:27]4[O:28][CH2:29][O:30][C:26]=4[CH:25]=3)[C:18]=1[C:19]([O:21]CC)=[O:20])[C:12]1[O:13][CH2:14][O:15][C:11]=1[CH:10]=[CH:9]2)=O)C.[H-].[Al+3].[Li+].[H-].[H-].[H-]. (6) The reactants are [C:1]1([C:7]([C:9]2[N:17](S(C3C=CC=CC=3)(=O)=O)[C:12]3=[CH:13][N:14]=[CH:15][CH:16]=[C:11]3[CH:10]=2)=[O:8])[CH:6]=[CH:5][CH:4]=[CH:3][CH:2]=1.[OH-].[Na+]. The catalyst is CCO. The product is [C:1]1([C:7]([C:9]2[NH:17][C:12]3=[CH:13][N:14]=[CH:15][CH:16]=[C:11]3[CH:10]=2)=[O:8])[CH:2]=[CH:3][CH:4]=[CH:5][CH:6]=1. The yield is 0.830.